Task: Predict which catalyst facilitates the given reaction.. Dataset: Catalyst prediction with 721,799 reactions and 888 catalyst types from USPTO (1) The catalyst class is: 20. Reactant: [Cl:1][C:2]1[CH:8]=[CH:7][CH:6]=[C:5]([CH3:9])[C:3]=1[NH2:4].N1C=CC=CC=1.[CH2:16]([O:18][CH:19]=[CH:20][C:21](Cl)=[O:22])[CH3:17].Cl. Product: [Cl:1][C:2]1[CH:8]=[CH:7][CH:6]=[C:5]([CH3:9])[C:3]=1[NH:4][C:21](=[O:22])/[CH:20]=[CH:19]/[O:18][CH2:16][CH3:17]. (2) Reactant: [Si:1]([O:8][CH:9]1[C:16](=[CH2:17])[C:13]2([CH2:15][CH2:14]2)[O:12][CH:11]([C:18]2[CH:23]=[CH:22][N:21]=[CH:20][C:19]=2[N+:24]([O-])=O)[CH2:10]1)([C:4]([CH3:7])([CH3:6])[CH3:5])([CH3:3])[CH3:2]. Product: [Si:1]([O:8][C@H:9]1[C:16](=[CH2:17])[C:13]2([CH2:14][CH2:15]2)[O:12][C@@H:11]([C:18]2[CH:23]=[CH:22][N:21]=[CH:20][C:19]=2[NH2:24])[CH2:10]1)([C:4]([CH3:7])([CH3:5])[CH3:6])([CH3:2])[CH3:3]. The catalyst class is: 409. (3) Reactant: C(N(C(C)C)CC)(C)C.[NH2:10][CH:11]1[CH2:16][CH2:15][N:14]([S:17]([C:20]2[CH:25]=[CH:24][C:23]([NH:26][C:27](=[O:30])[CH:28]=[CH2:29])=[CH:22][CH:21]=2)(=[O:19])=[O:18])[CH2:13][CH2:12]1.[C:31](Cl)(=[O:38])[C:32]1[CH:37]=[CH:36][CH:35]=[CH:34][CH:33]=1. Product: [C:27]([NH:26][C:23]1[CH:24]=[CH:25][C:20]([S:17]([N:14]2[CH2:15][CH2:16][CH:11]([NH:10][C:31](=[O:38])[C:32]3[CH:37]=[CH:36][CH:35]=[CH:34][CH:33]=3)[CH2:12][CH2:13]2)(=[O:18])=[O:19])=[CH:21][CH:22]=1)(=[O:30])[CH:28]=[CH2:29]. The catalyst class is: 1.